From a dataset of Reaction yield outcomes from USPTO patents with 853,638 reactions. Predict the reaction yield, written as a fraction of the theoretical maximum amount of product (1.0 means a 100% yield; for example, 0.34 means a 34% yield). (1) The reactants are C1C2C(=CC=CC=2)CN1.[CH2:10]1[C:19]2[C:14](=[CH:15][CH:16]=[CH:17][CH:18]=2)[CH2:13]C[N:11]1[C:20]([Cl:22])=[O:21]. No catalyst specified. The product is [CH2:13]1[C:14]2[C:19](=[CH:18][CH:17]=[CH:16][CH:15]=2)[CH2:10][N:11]1[C:20]([Cl:22])=[O:21]. The yield is 0.770. (2) The yield is 0.660. The product is [Cl:12][C@H:7]([C:1]1[CH:6]=[CH:5][CH:4]=[CH:3][CH:2]=1)[CH3:8]. The catalyst is C(Cl)Cl. The reactants are [C:1]1([C@H:7](O)[CH3:8])[CH:6]=[CH:5][CH:4]=[CH:3][CH:2]=1.O=S(Cl)[Cl:12]. (3) The reactants are O.C([C@@](C(O)=O)(O)[C@@](C(=O)C1C=CC=CC=1)(O)C(O)=O)(=O)C1C=CC=CC=1.[O:28]=[C:29]([N:43]1[CH2:48][CH2:47][N:46]2[C:49]([C:52]([F:55])([F:54])[F:53])=[N:50][N:51]=[C:45]2[CH2:44]1)[CH2:30][CH:31]([NH2:42])[CH2:32][C:33]1[CH:38]=[C:37]([F:39])[C:36]([F:40])=[CH:35][C:34]=1[F:41]. The catalyst is CCO. The product is [O:28]=[C:29]([N:43]1[CH2:48][CH2:47][N:46]2[C:49]([C:52]([F:55])([F:54])[F:53])=[N:50][N:51]=[C:45]2[CH2:44]1)[CH2:30][C@@H:31]([NH2:42])[CH2:32][C:33]1[CH:38]=[C:37]([F:39])[C:36]([F:40])=[CH:35][C:34]=1[F:41]. The yield is -0.209. (4) The reactants are [CH2:1]([C:3]1[C:11]2[CH:10]=[CH:9][S:8][C:7]=2[C:6]([CH3:12])=[CH:5][C:4]=1[O:13][C:14](=[CH:17]NC1C=CC=CC=1)[C:15]#[N:16])[CH3:2].Cl.[NH2:26][C:27]([NH2:29])=[NH:28].C[O-].[Na+]. The catalyst is C(O)C.O. The product is [CH2:1]([C:3]1[C:11]2[CH:10]=[CH:9][S:8][C:7]=2[C:6]([CH3:12])=[CH:5][C:4]=1[O:13][C:14]1[C:15]([NH2:16])=[N:28][C:27]([NH2:29])=[N:26][CH:17]=1)[CH3:2]. The yield is 0.740.